From a dataset of Full USPTO retrosynthesis dataset with 1.9M reactions from patents (1976-2016). Predict the reactants needed to synthesize the given product. (1) Given the product [CH3:35][C:20]1[N:19]=[C:18]([C:15]2[S:14][C:13]([C:9]3([OH:8])[CH2:12][CH2:11][CH2:10]3)=[N:17][CH:16]=2)[CH:23]=[C:22]([NH:24][C:25]2[N:30]=[C:29]([C:31]([F:34])([F:32])[F:33])[CH:28]=[CH:27][N:26]=2)[CH:21]=1, predict the reactants needed to synthesize it. The reactants are: C([O:8][C:9]1([C:13]2[S:14][C:15]([C:18]3[CH:23]=[C:22]([NH:24][C:25]4[N:30]=[C:29]([C:31]([F:34])([F:33])[F:32])[CH:28]=[CH:27][N:26]=4)[CH:21]=[C:20]([CH3:35])[N:19]=3)=[CH:16][N:17]=2)[CH2:12][CH2:11][CH2:10]1)C1C=CC=CC=1.B(Br)(Br)Br.CO. (2) Given the product [CH3:1][O:2][CH2:3][CH2:4][O:5][C:6]1[CH:11]=[CH:10][C:9](/[CH:12]=[CH:13]/[C:14]([OH:16])=[O:15])=[C:8]([O:19][C:20]2[C:25]([CH3:26])=[CH:24][C:23]([N+:27]([O-:29])=[O:28])=[CH:22][N:21]=2)[CH:7]=1, predict the reactants needed to synthesize it. The reactants are: [CH3:1][O:2][CH2:3][CH2:4][O:5][C:6]1[CH:11]=[CH:10][C:9](/[CH:12]=[CH:13]/[C:14]([O:16]CC)=[O:15])=[C:8]([O:19][C:20]2[C:25]([CH3:26])=[CH:24][C:23]([N+:27]([O-:29])=[O:28])=[CH:22][N:21]=2)[CH:7]=1.[OH-].[Na+]. (3) Given the product [CH2:1]([O:3][CH2:4][C:5]1[N:6]([CH2:18][C:19]2([NH2:25])[CH2:24][CH2:23][O:22][CH2:21][CH2:20]2)[C:7]2[C:16]3[CH:15]=[CH:14][CH:13]=[CH:12][C:11]=3[N:10]=[CH:9][C:8]=2[N:17]=1)[CH3:2], predict the reactants needed to synthesize it. The reactants are: [CH2:1]([O:3][CH2:4][C:5]1[N:6]([CH2:18][C:19]2([NH:25]C(=O)OCCCC)[CH2:24][CH2:23][O:22][CH2:21][CH2:20]2)[C:7]2[C:16]3[CH:15]=[CH:14][CH:13]=[CH:12][C:11]=3[N:10]=[CH:9][C:8]=2[N:17]=1)[CH3:2].O1CCC(=O)CC1.C1(=O)CCCCC1.Cl.